This data is from Peptide-MHC class I binding affinity with 185,985 pairs from IEDB/IMGT. The task is: Regression. Given a peptide amino acid sequence and an MHC pseudo amino acid sequence, predict their binding affinity value. This is MHC class I binding data. (1) The peptide sequence is RLGRLLNRI. The MHC is HLA-E01:03 with pseudo-sequence HLA-E01:03. The binding affinity (normalized) is 0. (2) The peptide sequence is HFDDVANGF. The MHC is HLA-B07:02 with pseudo-sequence HLA-B07:02. The binding affinity (normalized) is 0.0847. (3) The peptide sequence is YMLWNSWLS. The MHC is HLA-A03:01 with pseudo-sequence HLA-A03:01. The binding affinity (normalized) is 0.0847. (4) The peptide sequence is DKDDYHSLL. The MHC is H-2-Kb with pseudo-sequence H-2-Kb. The binding affinity (normalized) is 0.118.